Dataset: Reaction yield outcomes from USPTO patents with 853,638 reactions. Task: Predict the reaction yield, written as a fraction of the theoretical maximum amount of product (1.0 means a 100% yield; for example, 0.34 means a 34% yield). (1) The product is [N+:11]([C:7]1[CH:6]=[C:5]([C:3]2[N:21]=[C:20]([CH:17]3[CH2:18][CH2:19][O:14][CH2:15][CH2:16]3)[S:22][CH:2]=2)[CH:10]=[CH:9][CH:8]=1)([O-:13])=[O:12]. The yield is 0.980. The catalyst is C(O)C. The reactants are Br[CH2:2][C:3]([C:5]1[CH:10]=[CH:9][CH:8]=[C:7]([N+:11]([O-:13])=[O:12])[CH:6]=1)=O.[O:14]1[CH2:19][CH2:18][CH:17]([C:20](=[S:22])[NH2:21])[CH2:16][CH2:15]1. (2) The reactants are [F:1][C:2]1[CH:3]=[C:4]([C:13]2[N:18]=[C:17]([C:19]3[C:23]([CH3:25])([CH3:24])[CH2:22][CH:21]([CH3:26])[CH:20]=3)[C:16]([C:27]([O:29]CC)=[O:28])=[CH:15][CH:14]=2)[CH:5]=[C:6]([O:8][CH2:9][CH:10]([CH3:12])[CH3:11])[CH:7]=1.[OH-].[Na+].CO.Cl. The catalyst is C1COCC1. The product is [F:1][C:2]1[CH:3]=[C:4]([C:13]2[N:18]=[C:17]([C:19]3[C:23]([CH3:24])([CH3:25])[CH2:22][CH:21]([CH3:26])[CH:20]=3)[C:16]([C:27]([OH:29])=[O:28])=[CH:15][CH:14]=2)[CH:5]=[C:6]([O:8][CH2:9][CH:10]([CH3:12])[CH3:11])[CH:7]=1. The yield is 0.900.